This data is from Catalyst prediction with 721,799 reactions and 888 catalyst types from USPTO. The task is: Predict which catalyst facilitates the given reaction. (1) Reactant: Br[C:2]1[CH:7]=[CH:6][C:5]([Cl:8])=[CH:4][N:3]=1.C(=O)([O-])[O-].[Cs+].[Cs+].[F:15][C:16]1[C:21]([F:22])=[CH:20][C:19](B2OC(C)(C)C(C)(C)O2)=[CH:18][N:17]=1. Product: [Cl:8][C:5]1[CH:6]=[CH:7][C:2]([C:19]2[CH:20]=[C:21]([F:22])[C:16]([F:15])=[N:17][CH:18]=2)=[N:3][CH:4]=1. The catalyst class is: 38. (2) Reactant: [CH3:1][O:2][C:3]([CH:5]1[CH2:9][N:8]([C:10](OC(C)(C)C)=[O:11])[CH2:7][N:6]1[C:17](=[O:27])[CH:18]([NH:22][C:23]([O:25][CH3:26])=[O:24])[CH:19]([CH3:21])[CH3:20])=[O:4].Cl.[CH:29](N(C(C)C)CC)(C)C.C(OC(=O)C)(=O)C. Product: [CH3:1][O:2][C:3]([CH:5]1[CH2:9][N:8]([C:10](=[O:11])[CH3:29])[CH2:7][N:6]1[C:17](=[O:27])[CH:18]([NH:22][C:23]([O:25][CH3:26])=[O:24])[CH:19]([CH3:21])[CH3:20])=[O:4]. The catalyst class is: 4. (3) Reactant: C(OC([N:8]1[CH2:13][CH2:12][N:11]([C:14]2[CH:19]=[CH:18][C:17]([C:20]3[S:21][CH:22]=[CH:23][N:24]=3)=[CH:16][C:15]=2[CH:25]2[CH2:30][C:29]([CH3:32])([CH3:31])[CH2:28][C:27]([CH3:34])([CH3:33])[CH2:26]2)[CH2:10][CH2:9]1)=O)(C)(C)C.FC(F)(F)C(O)=O.ClCCl.[OH-].[Na+]. Product: [CH3:31][C:29]1([CH3:32])[CH2:28][C:27]([CH3:33])([CH3:34])[CH2:26][CH:25]([C:15]2[CH:16]=[C:17]([C:20]3[S:21][CH:22]=[CH:23][N:24]=3)[CH:18]=[CH:19][C:14]=2[N:11]2[CH2:12][CH2:13][NH:8][CH2:9][CH2:10]2)[CH2:30]1. The catalyst class is: 69. (4) Reactant: [NH2:1][C:2]1[CH:11]=[C:10](F)[CH:9]=[C:8]2[C:3]=1[CH:4]=[CH:5][C:6](=[O:13])[NH:7]2.[F:14][C:15]1[CH:22]=[C:21]([O:23][CH3:24])[CH:20]=[CH:19][C:16]=1[CH:17]=O.C(O)(=O)C. Product: [F:14][C:15]1[CH:22]=[C:21]([O:23][CH3:24])[CH:20]=[CH:19][C:16]=1[CH:17]=[N:1][C:2]1[CH:11]=[CH:10][CH:9]=[C:8]2[C:3]=1[CH:4]=[CH:5][C:6](=[O:13])[NH:7]2. The catalyst class is: 11. (5) Reactant: [CH2:1]([N:8]([C:16]12[CH2:23][CH2:22][C:19]([CH:24]([C:26]3[C:31]([Cl:32])=[CH:30][N:29]=[C:28]4[N:33]([Si:36]([CH:43]([CH3:45])[CH3:44])([CH:40]([CH3:42])[CH3:41])[CH:37]([CH3:39])[CH3:38])[CH:34]=[CH:35][C:27]=34)[OH:25])([CH2:20][CH2:21]1)[CH2:18][CH2:17]2)[C:9](=[O:15])[O:10][C:11]([CH3:14])([CH3:13])[CH3:12])[C:2]1[CH:7]=[CH:6][CH:5]=[CH:4][CH:3]=1.CC(OI1(OC(C)=O)(OC(C)=O)OC(=O)C2C=CC=CC1=2)=O. Product: [CH2:1]([N:8]([C:16]12[CH2:23][CH2:22][C:19]([C:24]([C:26]3[C:27]4[CH:35]=[CH:34][N:33]([Si:36]([CH:43]([CH3:45])[CH3:44])([CH:37]([CH3:39])[CH3:38])[CH:40]([CH3:41])[CH3:42])[C:28]=4[N:29]=[CH:30][C:31]=3[Cl:32])=[O:25])([CH2:20][CH2:21]1)[CH2:18][CH2:17]2)[C:9](=[O:15])[O:10][C:11]([CH3:13])([CH3:14])[CH3:12])[C:2]1[CH:7]=[CH:6][CH:5]=[CH:4][CH:3]=1. The catalyst class is: 2. (6) Reactant: [CH3:1][CH:2]([C:6]1[C:10]([CH2:11][CH2:12][CH2:13][OH:14])=[CH:9][N:8]([C:15]2[CH:20]=[CH:19][C:18]([C:21]([F:24])([F:23])[F:22])=[CH:17][N:16]=2)[N:7]=1)[CH2:3][CH2:4][CH3:5].O[C:26]1[C:31]([O:32][CH3:33])=[CH:30][CH:29]=[CH:28][C:27]=1[CH2:34][C:35]([O:37]C)=[O:36].C(P(CCCC)CCCC)CCC.N(C(N1CCCCC1)=O)=NC(N1CCCCC1)=O. Product: [CH3:33][O:32][C:31]1[C:26]([O:14][CH2:13][CH2:12][CH2:11][C:10]2[C:6]([CH:2]([CH3:1])[CH2:3][CH2:4][CH3:5])=[N:7][N:8]([C:15]3[CH:20]=[CH:19][C:18]([C:21]([F:24])([F:23])[F:22])=[CH:17][N:16]=3)[CH:9]=2)=[C:27]([CH2:34][C:35]([OH:37])=[O:36])[CH:28]=[CH:29][CH:30]=1. The catalyst class is: 7. (7) Reactant: C(O[C:4]([C:6]1[CH:7]=[C:8]2[C:12](=[CH:13][CH:14]=1)[NH:11][N:10]=[C:9]2[C:15]1[CH:24]=[CH:23][C:22]2[C:17](=[CH:18][CH:19]=[C:20]([O:25][CH2:26][CH:27]3[CH2:32][N:31]([CH3:33])[CH2:30][CH2:29][N:28]3[CH3:34])[CH:21]=2)[CH:16]=1)=[NH:5])C.[CH3:35][CH:36]([CH3:42])[CH2:37][C:38]([NH:40][NH2:41])=O.C(N(CC)CC)C. Product: [CH3:34][N:28]1[CH2:29][CH2:30][N:31]([CH3:33])[CH2:32][CH:27]1[CH2:26][O:25][C:20]1[CH:21]=[C:22]2[C:17](=[CH:18][CH:19]=1)[CH:16]=[C:15]([C:9]1[C:8]3[C:12](=[CH:13][CH:14]=[C:6]([C:4]4[N:5]=[C:38]([CH2:37][CH:36]([CH3:42])[CH3:35])[NH:40][N:41]=4)[CH:7]=3)[NH:11][N:10]=1)[CH:24]=[CH:23]2. The catalyst class is: 5. (8) Reactant: C(OC(=O)[NH:7][C:8]1[CH:13]=[CH:12][CH:11]=[C:10]([N:14]([S:22]([C:25]2[CH:30]=[CH:29][CH:28]=[CH:27][CH:26]=2)(=[O:24])=[O:23])[CH2:15][C:16]2[CH:21]=[CH:20][CH:19]=[CH:18][CH:17]=2)[CH:9]=1)(C)(C)C.FC(F)(F)C(O)=O. Product: [NH2:7][C:8]1[CH:9]=[C:10]([N:14]([CH2:15][C:16]2[CH:17]=[CH:18][CH:19]=[CH:20][CH:21]=2)[S:22]([C:25]2[CH:30]=[CH:29][CH:28]=[CH:27][CH:26]=2)(=[O:24])=[O:23])[CH:11]=[CH:12][CH:13]=1. The catalyst class is: 46. (9) Reactant: [CH2:1]([O:8][C:9]([NH:11][C@@H:12]([CH:16]([CH3:18])[CH3:17])[C:13]([OH:15])=O)=[O:10])[C:2]1[CH:7]=[CH:6][CH:5]=[CH:4][CH:3]=1.C(N1C=CN=C1)(N1C=CN=C1)=O.[NH2:31][CH2:32][C@H:33]([NH:37][C:38](=[O:44])[O:39][C:40]([CH3:43])([CH3:42])[CH3:41])[CH:34]([CH3:36])[CH3:35]. Product: [CH3:35][CH:34]([CH3:36])[C@@H:33]([NH:37][C:38]([O:39][C:40]([CH3:41])([CH3:43])[CH3:42])=[O:44])[CH2:32][NH:31][C:13](=[O:15])[C@@H:12]([NH:11][C:9]([O:8][CH2:1][C:2]1[CH:3]=[CH:4][CH:5]=[CH:6][CH:7]=1)=[O:10])[CH:16]([CH3:18])[CH3:17]. The catalyst class is: 4. (10) Reactant: C([O:5][C:6](=[O:18])[CH2:7][CH2:8][NH:9][C:10]([C:12]1[S:13][C:14]([Cl:17])=[CH:15][CH:16]=1)=[O:11])(C)(C)C. Product: [Cl:17][C:14]1[S:13][C:12]([C:10]([NH:9][CH2:8][CH2:7][C:6]([OH:18])=[O:5])=[O:11])=[CH:16][CH:15]=1. The catalyst class is: 557.